From a dataset of NCI-60 drug combinations with 297,098 pairs across 59 cell lines. Regression. Given two drug SMILES strings and cell line genomic features, predict the synergy score measuring deviation from expected non-interaction effect. (1) Cell line: MDA-MB-435. Synergy scores: CSS=1.35, Synergy_ZIP=-3.16, Synergy_Bliss=-5.89, Synergy_Loewe=-6.71, Synergy_HSA=-5.95. Drug 2: C(CC(=O)O)C(=O)CN.Cl. Drug 1: CNC(=O)C1=NC=CC(=C1)OC2=CC=C(C=C2)NC(=O)NC3=CC(=C(C=C3)Cl)C(F)(F)F. (2) Drug 1: C1CN1P(=S)(N2CC2)N3CC3. Drug 2: CC(C)(C#N)C1=CC(=CC(=C1)CN2C=NC=N2)C(C)(C)C#N. Cell line: COLO 205. Synergy scores: CSS=17.0, Synergy_ZIP=-3.01, Synergy_Bliss=0.104, Synergy_Loewe=0.339, Synergy_HSA=-1.63. (3) Drug 1: C1CCN(CC1)CCOC2=CC=C(C=C2)C(=O)C3=C(SC4=C3C=CC(=C4)O)C5=CC=C(C=C5)O. Drug 2: CC1=CC2C(CCC3(C2CCC3(C(=O)C)OC(=O)C)C)C4(C1=CC(=O)CC4)C. Cell line: SK-MEL-2. Synergy scores: CSS=-5.87, Synergy_ZIP=5.75, Synergy_Bliss=5.78, Synergy_Loewe=-2.21, Synergy_HSA=-2.90. (4) Drug 1: C#CCC(CC1=CN=C2C(=N1)C(=NC(=N2)N)N)C3=CC=C(C=C3)C(=O)NC(CCC(=O)O)C(=O)O. Drug 2: CC1=C(C(=O)C2=C(C1=O)N3CC4C(C3(C2COC(=O)N)OC)N4)N. Cell line: UO-31. Synergy scores: CSS=-0.0290, Synergy_ZIP=-0.540, Synergy_Bliss=0.455, Synergy_Loewe=-2.71, Synergy_HSA=-3.67. (5) Drug 1: CCC1=CC2CC(C3=C(CN(C2)C1)C4=CC=CC=C4N3)(C5=C(C=C6C(=C5)C78CCN9C7C(C=CC9)(C(C(C8N6C)(C(=O)OC)O)OC(=O)C)CC)OC)C(=O)OC.C(C(C(=O)O)O)(C(=O)O)O. Drug 2: C1=CC=C(C=C1)NC(=O)CCCCCCC(=O)NO. Cell line: SF-539. Synergy scores: CSS=40.6, Synergy_ZIP=-4.29, Synergy_Bliss=-3.15, Synergy_Loewe=-3.46, Synergy_HSA=-1.12. (6) Drug 1: CC=C1C(=O)NC(C(=O)OC2CC(=O)NC(C(=O)NC(CSSCCC=C2)C(=O)N1)C(C)C)C(C)C. Drug 2: C1=CN(C=N1)CC(O)(P(=O)(O)O)P(=O)(O)O. Cell line: HT29. Synergy scores: CSS=48.6, Synergy_ZIP=0.320, Synergy_Bliss=0.704, Synergy_Loewe=-61.2, Synergy_HSA=0.169.